From a dataset of Forward reaction prediction with 1.9M reactions from USPTO patents (1976-2016). Predict the product of the given reaction. (1) Given the reactants [C:1]([O:5][C:6](=[O:19])[CH2:7][O:8][C:9]1[CH:10]=[C:11]([CH:15]=[CH:16][C:17]=1[Cl:18])[C:12]([OH:14])=O)([CH3:4])([CH3:3])[CH3:2].[NH2:20][CH2:21][C@@H:22]([OH:40])[CH2:23][N:24]1[CH2:29][CH2:28][CH:27]([O:30][C:31]2[CH:36]=[CH:35][C:34]([Cl:37])=[C:33]([Cl:38])[C:32]=2[CH3:39])[CH2:26][CH2:25]1, predict the reaction product. The product is: [C:1]([O:5][C:6](=[O:19])[CH2:7][O:8][C:9]1[CH:10]=[C:11]([C:12]([NH:20][CH2:21][C@@H:22]([OH:40])[CH2:23][N:24]2[CH2:29][CH2:28][CH:27]([O:30][C:31]3[CH:36]=[CH:35][C:34]([Cl:37])=[C:33]([Cl:38])[C:32]=3[CH3:39])[CH2:26][CH2:25]2)=[O:14])[CH:15]=[CH:16][C:17]=1[Cl:18])([CH3:2])([CH3:3])[CH3:4]. (2) The product is: [Br:1][C:2]1[CH:7]=[CH:6][C:5]([O:8][CH2:17][CH3:18])=[C:4]([CH3:9])[CH:3]=1. Given the reactants [Br:1][C:2]1[CH:7]=[CH:6][C:5]([OH:8])=[C:4]([CH3:9])[CH:3]=1.C(=O)([O-])[O-].[Cs+].[Cs+].I[CH2:17][CH3:18], predict the reaction product. (3) The product is: [C:21]([C:2]1[CH:7]=[C:6]([O:8][CH3:9])[C:5]([O:10][CH3:11])=[CH:4][C:3]=1[N+:12]([O-:14])=[O:13])([CH3:23])=[CH2:22]. Given the reactants Br[C:2]1[CH:7]=[C:6]([O:8][CH3:9])[C:5]([O:10][CH3:11])=[CH:4][C:3]=1[N+:12]([O-:14])=[O:13].C(=O)([O-])[O-].[K+].[K+].[C:21](B1OC(C)(C)C(C)(C)O1)([CH3:23])=[CH2:22], predict the reaction product. (4) The product is: [CH3:47][O:48][CH2:49][CH2:50][N:51]([CH3:52])[C:23]1[CH:28]=[CH:27][C:26]([CH:29]([C:40]2[CH:45]=[CH:44][CH:43]=[CH:42][C:41]=2[CH3:46])[CH2:30]/[C:31](/[C:34]2[CH:39]=[CH:38][N:37]=[CH:36][CH:35]=2)=[N:32]\[OH:33])=[CH:25][CH:24]=1. Given the reactants C(P(C(C)(C)C)C1C=CC=CC=1C1C=CC=CC=1)(C)(C)C.Br[C:23]1[CH:28]=[CH:27][C:26]([CH:29]([C:40]2[CH:45]=[CH:44][CH:43]=[CH:42][C:41]=2[CH3:46])[CH2:30][C:31]([C:34]2[CH:39]=[CH:38][N:37]=[CH:36][CH:35]=2)=[N:32][OH:33])=[CH:25][CH:24]=1.[CH3:47][O:48][CH2:49][CH2:50][NH:51][CH3:52].[NH4+].[Cl-], predict the reaction product. (5) The product is: [Cl:20][C:9]1[CH:8]=[CH:7][N:6]=[C:5]2[NH:1][CH:2]=[CH:3][C:4]=12. Given the reactants [NH:1]1[C:5]2=[N+:6]([O-])[CH:7]=[CH:8][CH:9]=[C:4]2[CH:3]=[CH:2]1.CN(C)C=O.CS([Cl:20])(=O)=O.[OH-].[Na+], predict the reaction product. (6) The product is: [NH2:6][C:7]1[C:14]([O:15][CH3:16])=[CH:13][C:12]([CH2:19][CH:20]([CH3:23])[CH3:21])=[CH:11][C:8]=1[C:9]#[N:10]. Given the reactants O1CCCC1.[NH2:6][C:7]1[C:14]([O:15][CH3:16])=[CH:13][C:12](Br)=[CH:11][C:8]=1[C:9]#[N:10].[Br-].[CH3:19][CH:20]([CH3:23])[CH2:21][Zn+], predict the reaction product. (7) Given the reactants C(O)(C(F)(F)F)=O.C(OC(=O)[NH:14][CH:15]1[CH2:20][CH2:19][CH2:18][N:17]([C:21]([C:23]2[CH:43]=[CH:42][C:26]3[N:27]([CH3:41])[C:28]([C:30]4[N:38]([CH2:39][CH3:40])[C:37]5[CH:36]=[CH:35][N:34]=[CH:33][C:32]=5[CH:31]=4)=[N:29][C:25]=3[CH:24]=2)=[O:22])[CH2:16]1)(C)(C)C, predict the reaction product. The product is: [CH2:39]([N:38]1[C:37]2[CH:36]=[CH:35][N:34]=[CH:33][C:32]=2[CH:31]=[C:30]1[C:28]1[N:27]([CH3:41])[C:26]2[CH:42]=[CH:43][C:23]([C:21]([N:17]3[CH2:18][CH2:19][CH2:20][CH:15]([NH2:14])[CH2:16]3)=[O:22])=[CH:24][C:25]=2[N:29]=1)[CH3:40]. (8) Given the reactants [CH3:1][O:2][C:3]([C:5]1[C:6]2[CH:7](O)[C:8]([CH3:24])([CH3:23])[CH:9]([C:16]3[CH:21]=[CH:20][CH:19]=[C:18]([Br:22])[CH:17]=3)[NH:10][C:11]=2[CH:12]=[CH:13][C:14]=1[Cl:15])=[O:4].C([SiH](CC)CC)C, predict the reaction product. The product is: [CH3:1][O:2][C:3]([C:5]1[C:6]2[CH2:7][C:8]([CH3:24])([CH3:23])[CH:9]([C:16]3[CH:21]=[CH:20][CH:19]=[C:18]([Br:22])[CH:17]=3)[NH:10][C:11]=2[CH:12]=[CH:13][C:14]=1[Cl:15])=[O:4]. (9) Given the reactants [CH3:1][N:2]([CH3:16])[S:3]([C:6]1[CH:7]=[C:8]2[C:12](=[CH:13][CH:14]=1)[NH:11][C:10](=[O:15])[CH2:9]2)(=[O:5])=[O:4].[C:17]1([CH:27]=O)[C:26]2[C:20]([CH:21]=[CH:22][CH:23]=[CH:24][CH:25]=2)=[CH:19][CH:18]=1.N1CCCC1, predict the reaction product. The product is: [CH3:1][N:2]([CH3:16])[S:3]([C:6]1[CH:7]=[C:8]2[C:12](=[CH:13][CH:14]=1)[NH:11][C:10](=[O:15])[C:9]2=[CH:27][C:17]1[C:26]2[C:20]([CH:21]=[CH:22][CH:23]=[CH:24][CH:25]=2)=[CH:19][CH:18]=1)(=[O:5])=[O:4]. (10) Given the reactants [Cl:1][C:2]1[CH:3]=[C:4]([C@@H:8]([OH:41])[CH2:9][N:10]([CH2:18][CH2:19][C:20]2[CH:25]=[CH:24][C:23]([S:26]([C:29]3[CH:34]=[CH:33][C:32]([O:35][CH2:36][C:37]([NH:39][CH3:40])=[O:38])=[CH:31][CH:30]=3)(=[O:28])=[O:27])=[CH:22][CH:21]=2)C(=O)OC(C)(C)C)[CH:5]=[CH:6][CH:7]=1.Cl, predict the reaction product. The product is: [ClH:1].[Cl:1][C:2]1[CH:3]=[C:4]([C@@H:8]([OH:41])[CH2:9][NH:10][CH2:18][CH2:19][C:20]2[CH:21]=[CH:22][C:23]([S:26]([C:29]3[CH:30]=[CH:31][C:32]([O:35][CH2:36][C:37]([NH:39][CH3:40])=[O:38])=[CH:33][CH:34]=3)(=[O:27])=[O:28])=[CH:24][CH:25]=2)[CH:5]=[CH:6][CH:7]=1.